Dataset: Forward reaction prediction with 1.9M reactions from USPTO patents (1976-2016). Task: Predict the product of the given reaction. (1) The product is: [CH2:11]([O:13][C:14]1[CH:23]=[C:22]([O:24][CH:25]2[CH2:42][CH:41]3[CH:27]([C:28](=[O:48])[N:29]([CH3:47])[CH2:30][CH2:31][CH2:32][CH2:33][CH:34]=[CH:35][CH:36]4[C:38]([C:44]([OH:46])=[O:45])([NH:39][C:40]3=[O:43])[CH2:37]4)[CH2:26]2)[C:21]2[C:16](=[C:17]3[CH2:51][CH2:50][O:49][C:18]3=[CH:19][CH:20]=2)[N:15]=1)[CH3:12]. Given the reactants NC1C2CCOC=2C=CC=1.[CH2:11]([O:13][C:14]1[CH:23]=[C:22]([O:24][CH:25]2[CH2:42][CH:41]3[CH:27]([C:28](=[O:48])[N:29]([CH3:47])[CH2:30][CH2:31][CH2:32][CH2:33][CH:34]=[CH:35][CH:36]4[C:38]([C:44]([OH:46])=[O:45])([NH:39][C:40]3=[O:43])[CH2:37]4)[CH2:26]2)[C:21]2[C:16](=[C:17]([CH3:51])[C:18]([O:49][CH3:50])=[CH:19][CH:20]=2)[N:15]=1)[CH3:12], predict the reaction product. (2) Given the reactants [Br:1][C:2]1[CH:8]=[CH:7][C:5]([NH2:6])=[CH:4][CH:3]=1.[CH:9](=O)[C:10]1[CH:15]=[CH:14][CH:13]=[CH:12][CH:11]=1.[BH-](OC(C)=O)(OC(C)=O)OC(C)=O.[Na+].C(O)(=O)C, predict the reaction product. The product is: [CH2:9]([NH:6][C:5]1[CH:7]=[CH:8][C:2]([Br:1])=[CH:3][CH:4]=1)[C:10]1[CH:15]=[CH:14][CH:13]=[CH:12][CH:11]=1. (3) Given the reactants O1CCCC1.CC1C=CC(C(C)C)=CC=1.[F:16][C:17]([F:28])([F:27])[C:18](=[O:26])[CH2:19][C:20]([O:22][CH:23]([CH3:25])[CH3:24])=[O:21], predict the reaction product. The product is: [F:16][C:17]([F:27])([F:28])[CH:18]([OH:26])[CH2:19][C:20]([O:22][CH:23]([CH3:25])[CH3:24])=[O:21]. (4) Given the reactants [CH3:1][S:2][C:3]1[N:4]([CH2:8][CH2:9][NH2:10])[CH:5]=[CH:6][N:7]=1.[F:11][C:12]([F:24])([F:23])[C:13]1[CH:18]=[CH:17][C:16]([CH2:19][CH2:20][CH:21]=O)=[CH:15][CH:14]=1, predict the reaction product. The product is: [CH3:1][S:2][C:3]1[N:4]2[CH2:8][CH2:9][NH:10][CH:21]([CH2:20][CH2:19][C:16]3[CH:17]=[CH:18][C:13]([C:12]([F:11])([F:23])[F:24])=[CH:14][CH:15]=3)[C:5]2=[CH:6][N:7]=1. (5) Given the reactants Cl[C:2]1[C:19]2[C:6](=[C:7]3[C:16](=[CH:17][CH:18]=2)[C:15]2[C:10](=[CH:11][CH:12]=[CH:13][CH:14]=2)[S:9](=[O:21])(=[O:20])[NH:8]3)[N:5]=[CH:4][CH:3]=1.[CH3:22][NH2:23], predict the reaction product. The product is: [O:20]=[S:9]1(=[O:21])[C:10]2[C:15](=[CH:14][CH:13]=[CH:12][CH:11]=2)[C:16]2[C:7](=[C:6]3[C:19](=[CH:18][CH:17]=2)[C:2]([NH:23][CH3:22])=[CH:3][CH:4]=[N:5]3)[NH:8]1. (6) Given the reactants [F:1][C:2]1[CH:3]=[C:4]([C:9](=[O:35])[C:10](=[C:26]2[NH:30][C:29]3[CH:31]=[CH:32][CH:33]=[CH:34][C:28]=3[NH:27]2)[C:11]([C:13]2[CH:14]=[C:15]([CH:19]=[CH:20][C:21](OCC)=[O:22])[CH:16]=[CH:17][CH:18]=2)=[O:12])[CH:5]=[C:6]([F:8])[CH:7]=1.[H-].C([Al+]CC(C)C)C(C)C, predict the reaction product. The product is: [F:1][C:2]1[CH:3]=[C:4]([C:9](=[O:35])[C:10](=[C:26]2[NH:27][C:28]3[CH:34]=[CH:33][CH:32]=[CH:31][C:29]=3[NH:30]2)[C:11]([C:13]2[CH:18]=[CH:17][CH:16]=[C:15]([CH:19]=[CH:20][CH2:21][OH:22])[CH:14]=2)=[O:12])[CH:5]=[C:6]([F:8])[CH:7]=1. (7) Given the reactants [Br:1][C:2]1[CH:7]=[CH:6][CH:5]=[C:4]([N+:8]([O-])=O)[C:3]=1[OH:11].C(O)C.O.[Cl-:16].[NH4+], predict the reaction product. The product is: [ClH:16].[NH2:8][C:4]1[CH:5]=[CH:6][CH:7]=[C:2]([Br:1])[C:3]=1[OH:11]. (8) Given the reactants CN(C)/[CH:3]=[CH:4]/[C:5]([C:7]1[C:12](=[O:13])[CH:11]=[CH:10][N:9]([C:14]2[CH:15]=[C:16]([S:20]([N:23]([CH3:25])[CH3:24])(=[O:22])=[O:21])[CH:17]=[CH:18][CH:19]=2)[N:8]=1)=O.[CH:27]1[C:36]2[C:31](=[CH:32][CH:33]=[CH:34][C:35]=2[NH:37][NH2:38])[CH:30]=[CH:29][N:28]=1, predict the reaction product. The product is: [CH:27]1[C:36]2[C:31](=[CH:32][CH:33]=[CH:34][C:35]=2[N:37]2[C:5]([C:7]3[C:12](=[O:13])[CH:11]=[CH:10][N:9]([C:14]4[CH:15]=[C:16]([S:20]([N:23]([CH3:25])[CH3:24])(=[O:22])=[O:21])[CH:17]=[CH:18][CH:19]=4)[N:8]=3)=[CH:4][CH:3]=[N:38]2)[CH:30]=[CH:29][N:28]=1.